From a dataset of Reaction yield outcomes from USPTO patents with 853,638 reactions. Predict the reaction yield, written as a fraction of the theoretical maximum amount of product (1.0 means a 100% yield; for example, 0.34 means a 34% yield). (1) The catalyst is CC(N(C)C)=O. The yield is 0.780. The product is [CH2:6]([O:5][C:3]([C:2]1[C:1](=[O:9])[N:22]([CH2:21][C:20]2[CH:19]=[CH:18][C:17]([F:16])=[CH:35][CH:34]=2)[C:27]2[C:26]([C:25]=1[OH:24])=[CH:31][CH:30]=[CH:29][CH:28]=2)=[O:4])[CH3:7]. The reactants are [C:1]([O:9]CC)(=O)[CH2:2][C:3]([O:5][CH2:6][CH3:7])=[O:4].[H-].[Na+].[H][H].[F:16][C:17]1[CH:35]=[CH:34][C:20]([CH2:21][N:22]2[C:27]3[CH:28]=[CH:29][CH:30]=[CH:31][C:26]=3[C:25](=O)[O:24]C2=O)=[CH:19][CH:18]=1.Cl. (2) The reactants are [Br:1][C:2]1[CH:7]=[CH:6][C:5]([CH:8]2[CH2:12][CH2:11][CH2:10][NH:9]2)=[CH:4][CH:3]=1.[C:13](=O)([O-])[O-].[K+].[K+].CN(C)C=O.CI. The catalyst is C(OCC)(=O)C. The product is [Br:1][C:2]1[CH:3]=[CH:4][C:5]([CH:8]2[CH2:12][CH2:11][CH2:10][N:9]2[CH3:13])=[CH:6][CH:7]=1. The yield is 0.440. (3) The reactants are [OH:1][C:2]1[CH:12]=[CH:11][C:5]([C:6]([O:8][CH2:9][CH3:10])=[O:7])=[CH:4][N:3]=1.[I-:13].O. The catalyst is N1C=CC=CC=1. The product is [OH:1][C:2]1[C:12]([I:13])=[CH:11][C:5]([C:6]([O:8][CH2:9][CH3:10])=[O:7])=[CH:4][N:3]=1. The yield is 0.830. (4) The reactants are [CH2:1]1[N:7]([C:8]([O:10][CH2:11][C:12]2[CH:17]=[C:16]([C:18]([F:21])([F:20])[F:19])[CH:15]=[C:14]([Cl:22])[CH:13]=2)=[O:9])[CH2:6][CH2:5][CH2:4][N:3]2[CH:23]=[C:24]([C:26]([O:28]CC)=[O:27])[CH:25]=[C:2]12.[OH-].[Na+].Cl. The catalyst is CCO.O. The product is [Cl:22][C:14]1[CH:13]=[C:12]([CH:17]=[C:16]([C:18]([F:19])([F:20])[F:21])[CH:15]=1)[CH2:11][O:10][C:8]([N:7]1[CH2:6][CH2:5][CH2:4][N:3]2[CH:23]=[C:24]([C:26]([OH:28])=[O:27])[CH:25]=[C:2]2[CH2:1]1)=[O:9]. The yield is 0.720. (5) The reactants are [CH3:1][N:2]1[CH:7]=[C:6]([C:8]2[CH:9]=[N:10][CH:11]=[N:12][CH:13]=2)[C:5]2[O:14][C:15]([C:23]3[CH:28]=[CH:27][C:26]([C:29]4([NH:33]C(=O)OC(C)(C)C)[CH2:32][CH2:31][CH2:30]4)=[CH:25][CH:24]=3)=[C:16]([C:17]3[CH:22]=[CH:21][CH:20]=[CH:19][CH:18]=3)[C:4]=2[C:3]1=[O:41].C(O)(C(F)(F)F)=O. The catalyst is C(Cl)Cl. The product is [NH2:33][C:29]1([C:26]2[CH:25]=[CH:24][C:23]([C:15]3[O:14][C:5]4[C:6]([C:8]5[CH:13]=[N:12][CH:11]=[N:10][CH:9]=5)=[CH:7][N:2]([CH3:1])[C:3](=[O:41])[C:4]=4[C:16]=3[C:17]3[CH:22]=[CH:21][CH:20]=[CH:19][CH:18]=3)=[CH:28][CH:27]=2)[CH2:32][CH2:31][CH2:30]1. The yield is 0.490. (6) The reactants are [C:1]([O:5][C:6](=[O:29])[NH:7][C:8]1[C:9]([CH3:28])=[CH:10][C:11]2[CH2:17][C@@H:16]([NH2:18])[C:15](=[O:19])[N:14]([CH2:20][C:21]3[CH:26]=[CH:25][CH:24]=[CH:23][CH:22]=3)[CH2:13][C:12]=2[CH:27]=1)([CH3:4])([CH3:3])[CH3:2].[C:30](=O)(O)[O-:31].[Na+].C(Cl)(Cl)=O.C1(C)C=CC=CC=1.C(O)(=O)C.[O:50]=[C:51]1[N:60]([CH:61]2[CH2:66][CH2:65][NH:64][CH2:63][CH2:62]2)[CH2:59][C:58]2[C:53](=[CH:54][CH:55]=[CH:56][CH:57]=2)[NH:52]1. The catalyst is ClCCl. The product is [CH2:20]([N:14]1[C:15](=[O:19])[C@H:16]([NH:18][C:30]([N:64]2[CH2:65][CH2:66][CH:61]([N:60]3[CH2:59][C:58]4[C:53](=[CH:54][CH:55]=[CH:56][CH:57]=4)[NH:52][C:51]3=[O:50])[CH2:62][CH2:63]2)=[O:31])[CH2:17][C:11]2[CH:10]=[C:9]([CH3:28])[C:8]([NH:7][C:6](=[O:29])[O:5][C:1]([CH3:4])([CH3:3])[CH3:2])=[CH:27][C:12]=2[CH2:13]1)[C:21]1[CH:22]=[CH:23][CH:24]=[CH:25][CH:26]=1. The yield is 0.940. (7) The reactants are [Si:1]([O:8][C@H:9]1[CH2:26][CH2:25][C@@:24]2([CH3:27])[CH:11]([C@@H:12]([OH:29])[CH2:13][C@@H:14]3[C@@H:23]2[CH2:22][CH2:21][C@@:19]2([CH3:20])[C@H:15]3[CH2:16][CH2:17][C@@H:18]2[OH:28])[CH2:10]1)([C:4]([CH3:7])([CH3:6])[CH3:5])([CH3:3])[CH3:2]. The catalyst is CS(C)=O. The product is [Si:1]([O:8][C@H:9]1[CH2:26][CH2:25][C@@:24]2([CH3:27])[CH:11]([C:12](=[O:29])[CH2:13][C@@H:14]3[C@@H:23]2[CH2:22][CH2:21][C@@:19]2([CH3:20])[C@H:15]3[CH2:16][CH2:17][C:18]2=[O:28])[CH2:10]1)([C:4]([CH3:7])([CH3:5])[CH3:6])([CH3:3])[CH3:2]. The yield is 0.750.